The task is: Predict which catalyst facilitates the given reaction.. This data is from Catalyst prediction with 721,799 reactions and 888 catalyst types from USPTO. (1) Reactant: [F:1][C:2]1[CH:3]=[C:4]([S:9]([N:12]([CH2:20][CH3:21])[C@@H:13]([CH2:18]O)[C:14]([O:16]C)=[O:15])(=[O:11])=[O:10])[CH:5]=[CH:6][C:7]=1[F:8].[OH-].[Na+]. Product: [CH2:20]([N:12]([S:9]([C:4]1[CH:5]=[CH:6][C:7]([F:8])=[C:2]([F:1])[CH:3]=1)(=[O:10])=[O:11])[C:13](=[CH2:18])[C:14]([OH:16])=[O:15])[CH3:21]. The catalyst class is: 12. (2) The catalyst class is: 5. Product: [NH2:39][CH2:36][CH2:29][NH:1][C@H:2]([CH2:21][C:22]1[CH:23]=[CH:24][C:25]([Cl:28])=[CH:26][CH:27]=1)[C:3]([N:5]1[CH2:10][CH2:9][N:8]([C:11]2[C:20]3[C:15](=[CH:16][CH:17]=[CH:18][CH:19]=3)[N:14]=[CH:13][N:12]=2)[CH2:7][CH2:6]1)=[O:4]. Reactant: [NH2:1][C@H:2]([CH2:21][C:22]1[CH:27]=[CH:26][C:25]([Cl:28])=[CH:24][CH:23]=1)[C:3]([N:5]1[CH2:10][CH2:9][N:8]([C:11]2[C:20]3[C:15](=[CH:16][CH:17]=[CH:18][CH:19]=3)[N:14]=[CH:13][N:12]=2)[CH2:7][CH2:6]1)=[O:4].[C:29]([CH:36]([NH2:39])C=O)(OC(C)(C)C)=O.[BH4-].[Na+]. (3) Reactant: [Br:1][C:2]1[CH:3]=[C:4]2[C:10]([CH:11]=O)=[N:9][NH:8][C:5]2=[N:6][CH:7]=1.[CH3:13][C:14]1[CH:19]=[CH:18][CH:17]=[C:16]([NH2:20])[C:15]=1[NH2:21].[S]. Product: [Br:1][C:2]1[CH:3]=[C:4]2[C:10]([C:11]3[NH:20][C:16]4[CH:17]=[CH:18][CH:19]=[C:14]([CH3:13])[C:15]=4[N:21]=3)=[N:9][NH:8][C:5]2=[N:6][CH:7]=1. The catalyst class is: 3. (4) Reactant: N[C:2]1[CH:7]=[CH:6][C:5]([OH:8])=[CH:4][CH:3]=1.C(NC(C)C)(C)C.[C:16]([O:20][C:21](O[C:21]([O:20][C:16]([CH3:19])([CH3:18])[CH3:17])=[O:22])=[O:22])([CH3:19])([CH3:18])[CH3:17]. Product: [C:16]([O:20][C:21]([C:2]1[CH:7]=[CH:6][C:5]([OH:8])=[CH:4][CH:3]=1)=[O:22])([CH3:19])([CH3:18])[CH3:17]. The catalyst class is: 4.